This data is from Reaction yield outcomes from USPTO patents with 853,638 reactions. The task is: Predict the reaction yield, written as a fraction of the theoretical maximum amount of product (1.0 means a 100% yield; for example, 0.34 means a 34% yield). (1) The reactants are [N+:1]([C:4]1[CH:5]=[N:6][N:7]([CH:9]2[CH2:14][CH2:13][O:12][CH2:11][CH2:10]2)[CH:8]=1)([O-])=O. The catalyst is CO.[Pd]. The product is [O:12]1[CH2:11][CH2:10][CH:9]([N:7]2[CH:8]=[C:4]([NH2:1])[CH:5]=[N:6]2)[CH2:14][CH2:13]1. The yield is 0.950. (2) The reactants are [CH2:1]([SH:4])[CH2:2][CH3:3].C[Si]([N-][Si](C)(C)C)(C)C.[Na+].[CH2:15]1COCC1.Cl[C:21]1[N:22]=[C:23]([NH:37][CH3:38])[C:24]2[N:25]=[C:26]([NH:33][CH2:34][CH2:35][CH3:36])[N:27]=C(NC)[C:29]=2[N:30]=1.[CH3:39][N:40]([CH:42]=O)[CH3:41]. The catalyst is O. The product is [CH3:39][N:40]([CH3:41])[C:42]1[C:29]2[N:30]=[C:21]([S:4][CH2:1][CH2:2][CH3:3])[N:22]=[C:23]([N:37]([CH3:38])[CH3:15])[C:24]=2[N:25]=[C:26]([NH:33][CH2:34][CH2:35][CH3:36])[N:27]=1. The yield is 0.920.